This data is from Forward reaction prediction with 1.9M reactions from USPTO patents (1976-2016). The task is: Predict the product of the given reaction. (1) The product is: [CH3:1][O:2][C:3]1[CH:4]=[C:5]2[C:10](=[CH:11][C:12]=1[O:13][CH3:14])[N:9]=[C:8]([CH3:15])[N:7]=[C:6]2[O:16][C:17]1[CH:18]=[CH:19][C:20]([NH2:23])=[CH:21][CH:22]=1. Given the reactants [CH3:1][O:2][C:3]1[CH:4]=[C:5]2[C:10](=[CH:11][C:12]=1[O:13][CH3:14])[N:9]=[C:8]([CH3:15])[N:7]=[C:6]2[O:16][C:17]1[CH:22]=[CH:21][C:20]([N+:23]([O-])=O)=[CH:19][CH:18]=1.C([O-])=O.[NH4+], predict the reaction product. (2) Given the reactants [NH2:1][C:2]1[CH:3]=[C:4]([C:9]([F:12])([F:11])[F:10])[CH:5]=[C:6](Br)[CH:7]=1.C([Sn](CCCC)(CCCC)[C:18]1[CH:19]=[N:20][CH:21]=[CH:22][CH:23]=1)CCC.[OH-].[Na+], predict the reaction product. The product is: [N:20]1[CH:21]=[CH:22][CH:23]=[C:18]([C:6]2[CH:5]=[C:4]([C:9]([F:12])([F:11])[F:10])[CH:3]=[C:2]([NH2:1])[CH:7]=2)[CH:19]=1. (3) Given the reactants [CH3:1][C:2]1[C:3](=[O:30])[NH:4][CH:5]=[C:6]([C:8]([C:14]2[CH:15]=[C:16]3[C:20](=[CH:21][CH:22]=2)[N:19]([C:23]2[CH:28]=[CH:27][C:26]([F:29])=[CH:25][CH:24]=2)[N:18]=[CH:17]3)([OH:13])[C:9]([F:12])([F:11])[F:10])[CH:7]=1.[H-].[Na+].I[CH3:34], predict the reaction product. The product is: [CH3:34][N:4]1[CH:5]=[C:6]([C:8]([C:14]2[CH:15]=[C:16]3[C:20](=[CH:21][CH:22]=2)[N:19]([C:23]2[CH:24]=[CH:25][C:26]([F:29])=[CH:27][CH:28]=2)[N:18]=[CH:17]3)([OH:13])[C:9]([F:10])([F:11])[F:12])[CH:7]=[C:2]([CH3:1])[C:3]1=[O:30]. (4) Given the reactants C(OC([N:8]1[CH2:15][C@H:14]2[N:16](C(OC(C)(C)C)=O)[C@H:10]([CH2:11][C@@H:12]([C:39]3[CH:44]=[CH:43][C:42]([CH2:45][CH2:46][CH2:47][O:48][C:49]4[C:54]([F:55])=[CH:53][CH:52]=[C:51]([F:56])[C:50]=4[Cl:57])=[CH:41][CH:40]=3)[C@H:13]2[C:24](=[O:38])[N:25]([CH:35]2[CH2:37][CH2:36]2)[CH2:26][C:27]2[CH:32]=[CH:31][CH:30]=[C:29]([Cl:33])[C:28]=2[Cl:34])[CH2:9]1)=O)(C)(C)C.Cl, predict the reaction product. The product is: [CH:35]1([N:25]([CH2:26][C:27]2[CH:32]=[CH:31][CH:30]=[C:29]([Cl:33])[C:28]=2[Cl:34])[C:24]([C@@H:13]2[C@H:12]([C:39]3[CH:44]=[CH:43][C:42]([CH2:45][CH2:46][CH2:47][O:48][C:49]4[C:54]([F:55])=[CH:53][CH:52]=[C:51]([F:56])[C:50]=4[Cl:57])=[CH:41][CH:40]=3)[CH2:11][C@H:10]3[NH:16][C@@H:14]2[CH2:15][NH:8][CH2:9]3)=[O:38])[CH2:37][CH2:36]1. (5) Given the reactants [Cl:1][C:2]1[CH:9]=[CH:8][C:5]([CH:6]=O)=[C:4]([F:10])[CH:3]=1.[N+:11]([CH2:14][CH3:15])([O-:13])=[O:12].N1CCCCC1, predict the reaction product. The product is: [Cl:1][C:2]1[CH:9]=[CH:8][C:5](/[CH:6]=[C:14](/[N+:11]([O-:13])=[O:12])\[CH3:15])=[C:4]([F:10])[CH:3]=1. (6) Given the reactants C(N(CC)CC)C.[N+](C1C=CC(OC(=O)[O:19][C:20]2[CH:25]=CC([N+]([O-])=O)=CC=2)=CC=1)([O-])=O.[NH:30]1[CH2:35][CH2:34][NH:33][CH2:32][CH2:31]1.CN(CCSC)[C:38](=[O:81])[O:39][C@H:40](/[CH:42]=[CH:43]\[C:44]([NH:46][C@@H:47]1[CH2:52][C@H:51]([CH3:53])[C@H:50]([CH2:54]/[CH:55]=[C:56](\[CH3:79])/[CH:57]=[CH:58]/[C@H:59]2[O:66][C@H:65]([CH2:67][C:68]([NH2:70])=[O:69])[CH2:64][C@:61]3([O:63][CH2:62]3)[C@@H:60]2O[Si](C(C)(C)C)(C)C)[O:49][C@@H:48]1[CH3:80])=[O:45])[CH3:41], predict the reaction product. The product is: [C:20]([OH:39])(=[O:19])[CH3:25].[N:30]1([C:38]([O:39][C@H:40](/[CH:42]=[CH:43]\[C:44]([NH:46][C@@H:47]2[CH2:52][C@H:51]([CH3:53])[C@H:50]([CH2:54]/[CH:55]=[C:56](\[CH3:79])/[CH:57]=[CH:58]/[C@H:59]3[O:66][C@H:65]([CH2:67][C:68]([NH2:70])=[O:69])[CH2:64][C@:61]4([O:63][CH2:62]4)[CH2:60]3)[O:49][C@@H:48]2[CH3:80])=[O:45])[CH3:41])=[O:81])[CH2:35][CH2:34][NH:33][CH2:32][CH2:31]1. (7) Given the reactants C(CC1C=CC2N=C(CCl)NC=2C=1)(O)=O.C(OC(N(CC1C=CC=CN=1)CC1C=CC(CNC2C3N=CC=CC=3CCC2)=CC=1)=O)(C)(C)C.C(N(C(C)C)CC)(C)C.C(OC([N:66]([CH2:100][C:101]1[CH:106]=[CH:105][CH:104]=[CH:103][N:102]=1)[CH2:67][C:68]1[CH:73]=[CH:72][C:71]([CH2:74][N:75]([CH2:86][C:87]2[NH:91][C:90]3[CH:92]=[CH:93][C:94]([CH2:96][C:97]([OH:99])=[O:98])=[CH:95][C:89]=3[N:88]=2)[CH:76]2[C:85]3[N:84]=[CH:83][CH:82]=[CH:81][C:80]=3[CH2:79][CH2:78][CH2:77]2)=[CH:70][CH:69]=1)=O)(C)(C)C, predict the reaction product. The product is: [N:102]1[CH:103]=[CH:104][CH:105]=[CH:106][C:101]=1[CH2:100][NH:66][CH2:67][C:68]1[CH:73]=[CH:72][C:71]([CH2:74][N:75]([CH2:86][C:87]2[NH:91][C:90]3[CH:92]=[CH:93][C:94]([CH2:96][C:97]([OH:99])=[O:98])=[CH:95][C:89]=3[N:88]=2)[CH:76]2[C:85]3[N:84]=[CH:83][CH:82]=[CH:81][C:80]=3[CH2:79][CH2:78][CH2:77]2)=[CH:70][CH:69]=1. (8) Given the reactants CS([C:5]1[N:6]=[N:7][C:8]([CH:11]([NH:13][C:14](=[O:21])[C:15]2[CH:20]=[CH:19][CH:18]=[CH:17][CH:16]=2)[CH3:12])=[CH:9][N:10]=1)(=O)=O.[CH3:22][O:23][C:24]1[CH:29]=[CH:28][CH:27]=[C:26]([NH2:30])[CH:25]=1, predict the reaction product. The product is: [CH3:22][O:23][C:24]1[CH:25]=[C:26]([NH:30][C:5]2[N:6]=[N:7][C:8]([CH:11]([NH:13][C:14](=[O:21])[C:15]3[CH:20]=[CH:19][CH:18]=[CH:17][CH:16]=3)[CH3:12])=[CH:9][N:10]=2)[CH:27]=[CH:28][CH:29]=1. (9) Given the reactants [F:1][C:2]1[CH:7]=[CH:6][C:5]([S:8]([C:11]2[CH:12]=[CH:13][C:14]([CH2:21][CH2:22][CH3:23])=[C:15]([S:17](Cl)(=[O:19])=[O:18])[CH:16]=2)(=[O:10])=[O:9])=[CH:4][CH:3]=1.[CH:24]1([NH2:29])[CH2:28][CH2:27][CH2:26][CH2:25]1, predict the reaction product. The product is: [CH:24]1([NH:29][S:17]([C:15]2[CH:16]=[C:11]([S:8]([C:5]3[CH:6]=[CH:7][C:2]([F:1])=[CH:3][CH:4]=3)(=[O:10])=[O:9])[CH:12]=[CH:13][C:14]=2[CH2:21][CH2:22][CH3:23])(=[O:19])=[O:18])[CH2:28][CH2:27][CH2:26][CH2:25]1. (10) Given the reactants [Cl:1][C:2]1[N:7]=[CH:6][C:5]([CH2:8][C:9]([O:11][CH2:12][CH3:13])=[O:10])=[CH:4][CH:3]=1.[H-].[Na+].I[CH3:17], predict the reaction product. The product is: [Cl:1][C:2]1[N:7]=[CH:6][C:5]([CH:8]([CH3:17])[C:9]([O:11][CH2:12][CH3:13])=[O:10])=[CH:4][CH:3]=1.